This data is from Reaction yield outcomes from USPTO patents with 853,638 reactions. The task is: Predict the reaction yield, written as a fraction of the theoretical maximum amount of product (1.0 means a 100% yield; for example, 0.34 means a 34% yield). (1) The reactants are C1C=CC(P(C2C=CC=CC=2)C2C=CC=CC=2)=CC=1.[Cl:20][C:21]1[N:22]=[C:23](Cl)[C:24]2[S:29][CH:28]=[CH:27][C:25]=2[N:26]=1.[Cl:31][C:32]1[S:36][C:35](B(O)O)=[CH:34][CH:33]=1.C([O-])(O)=O.[Na+]. The catalyst is C1COCC1.O.CC([O-])=O.CC([O-])=O.[Pd+2]. The product is [Cl:20][C:21]1[N:22]=[C:23]([C:35]2[S:36][C:32]([Cl:31])=[CH:33][CH:34]=2)[C:24]2[S:29][CH:28]=[CH:27][C:25]=2[N:26]=1. The yield is 0.940. (2) The reactants are [C:1]1([C:7]2[NH:11][CH:10]=[C:9]([C:12]([O:14][CH3:15])=[O:13])[C:8]=2[CH2:16][CH2:17][CH3:18])[CH:6]=[CH:5][CH:4]=[CH:3][CH:2]=1.[H-].[Na+].[C:21]1([S:27](Cl)(=[O:29])=[O:28])[CH:26]=[CH:25][CH:24]=[CH:23][CH:22]=1. No catalyst specified. The product is [C:1]1([C:7]2[N:11]([S:27]([C:21]3[CH:26]=[CH:25][CH:24]=[CH:23][CH:22]=3)(=[O:29])=[O:28])[CH:10]=[C:9]([C:12]([O:14][CH3:15])=[O:13])[C:8]=2[CH2:16][CH2:17][CH3:18])[CH:2]=[CH:3][CH:4]=[CH:5][CH:6]=1. The yield is 0.690. (3) The reactants are [C:1]([NH:6][C:7]1[S:11][N:10]=[C:9]([CH3:12])[C:8]=1[C:13]([NH2:15])=[O:14])(=O)[CH2:2][CH2:3][CH3:4]. The catalyst is N. The product is [CH3:12][C:9]1[C:8]2[C:13](=[O:14])[NH:15][C:1]([CH2:2][CH2:3][CH3:4])=[N:6][C:7]=2[S:11][N:10]=1. The yield is 0.340. (4) The reactants are [F:1][C:2]1[CH:3]=[C:4]([CH:7]=[C:8]([OH:11])[C:9]=1[OH:10])[CH:5]=[O:6].[C:12]([O-])([O-])=O.[Cs+].[Cs+].O. The catalyst is CN(C=O)C. The product is [F:1][C:2]1[C:9]2[O:10][CH2:12][O:11][C:8]=2[CH:7]=[C:4]([CH:5]=[O:6])[CH:3]=1. The yield is 0.490. (5) The reactants are [CH3:1][O:2][C:3]1[CH:4]=[C:5]2[C:10](=[CH:11][C:12]=1[O:13][CH3:14])[N:9]=[CH:8][N:7]=[C:6]2[O:15][C:16]1[CH:22]=[CH:21][C:19]([NH2:20])=[CH:18][CH:17]=1.Cl[C:24](Cl)([O:26][C:27](=[O:33])OC(Cl)(Cl)Cl)Cl.[CH:35]1(O)[CH2:39]C[CH2:37][CH2:36]1.C(=O)(O)[O-].[Na+]. The catalyst is C(Cl)Cl.C(N(CC)CC)C.C1(C)C=CC=CC=1. The product is [CH3:1][O:2][C:3]1[CH:4]=[C:5]2[C:10](=[CH:11][C:12]=1[O:13][CH3:14])[N:9]=[CH:8][N:7]=[C:6]2[O:15][C:16]1[CH:22]=[CH:21][C:19]([NH:20][C:27](=[O:33])[O:26][CH:24]2[CH2:37][CH2:36][CH2:35][CH2:39]2)=[CH:18][CH:17]=1. The yield is 0.760.